This data is from Catalyst prediction with 721,799 reactions and 888 catalyst types from USPTO. The task is: Predict which catalyst facilitates the given reaction. (1) Reactant: [C:1]([O:5][C:6]([NH:8][C@H:9]1[C:13]2([CH2:15][CH2:14]2)[CH2:12][NH:11][CH2:10]1)=[O:7])([CH3:4])([CH3:3])[CH3:2].[F:16][C:17]1[C:30]([O:31][CH3:32])=[C:29](F)[C:28]([F:34])=[CH:27][C:18]=1[C:19]([CH2:21][C:22]([O:24][CH2:25][CH3:26])=[O:23])=[O:20].C(N(CC)CC)C. Product: [C:1]([O:5][C:6]([NH:8][C@H:9]1[C:13]2([CH2:14][CH2:15]2)[CH2:12][N:11]([C:29]2[C:28]([F:34])=[CH:27][C:18]([C:19]([CH2:21][C:22]([O:24][CH2:25][CH3:26])=[O:23])=[O:20])=[C:17]([F:16])[C:30]=2[O:31][CH3:32])[CH2:10]1)=[O:7])([CH3:4])([CH3:2])[CH3:3]. The catalyst class is: 10. (2) Reactant: [F:1][C:2]1[C:3]([O:14][CH3:15])=[C:4]([CH:8]=[C:9]([N+:11]([O-])=O)[CH:10]=1)[C:5]([NH2:7])=[O:6].[ClH:16]. Product: [ClH:16].[NH2:11][C:9]1[CH:10]=[C:2]([F:1])[C:3]([O:14][CH3:15])=[C:4]([CH:8]=1)[C:5]([NH2:7])=[O:6].[ClH:16]. The catalyst class is: 13. (3) Reactant: C([NH:4][CH2:5][CH2:6][C:7]1[CH:8]=[CH:9][C:10]([O:36][CH3:37])=[C:11]([NH:13][C:14](=[O:35])[C:15](=[N:19][NH:20][C:21]2[CH:26]=[CH:25][C:24]([N+:27]([O-:29])=[O:28])=[C:23]([N+]([O-])=O)[C:22]=2[O:33][CH3:34])[C:16](=[O:18])[CH3:17])[CH:12]=1)(=O)C.CN1C(=O)CCC1.Cl. Product: [NH2:4][CH2:5][CH2:6][C:7]1[CH:8]=[CH:9][C:10]([O:36][CH3:37])=[C:11]([NH:13][C:14](=[O:35])[C:15](=[N:19][NH:20][C:21]2[CH:26]=[CH:25][C:24]([N+:27]([O-:29])=[O:28])=[CH:23][C:22]=2[O:33][CH3:34])[C:16](=[O:18])[CH3:17])[CH:12]=1. The catalyst class is: 6. (4) Reactant: [Cl:1][C:2]1[CH:3]=[C:4]2[C:8](=[CH:9][CH:10]=1)[NH:7][C:6]([C:11]([OH:13])=O)=[CH:5]2.[NH2:14][C:15]1[CH:16]=[CH:17][C:18]2[O:24][CH2:23][CH2:22][NH:21][C:20](=[O:25])[C:19]=2[CH:26]=1.CCCP(O)(O)=O.C(OCC)(=O)C.C(N(CC)C(C)C)(C)C. Product: [Cl:1][C:2]1[CH:3]=[C:4]2[C:8](=[CH:9][CH:10]=1)[NH:7][C:6]([C:11]([NH:14][C:15]1[CH:16]=[CH:17][C:18]3[O:24][CH2:23][CH2:22][NH:21][C:20](=[O:25])[C:19]=3[CH:26]=1)=[O:13])=[CH:5]2. The catalyst class is: 4. (5) Reactant: [Cl:1][C:2]1[CH:24]=[CH:23][C:5]2[S:6][C:7]([C:10](=[O:22])[CH2:11][S:12]([CH2:14][C:15]3[CH:20]=[CH:19][C:18]([Cl:21])=[CH:17][CH:16]=3)=[O:13])=[C:8]([CH3:9])[C:4]=2[CH:3]=1.C1C=C(Cl)C=C(C(OO)=[O:33])C=1. Product: [Cl:1][C:2]1[CH:24]=[CH:23][C:5]2[S:6][C:7]([C:10](=[O:22])[CH2:11][S:12]([CH2:14][C:15]3[CH:20]=[CH:19][C:18]([Cl:21])=[CH:17][CH:16]=3)(=[O:33])=[O:13])=[C:8]([CH3:9])[C:4]=2[CH:3]=1. The catalyst class is: 2. (6) Reactant: [C:1](Cl)(=[O:6])[CH2:2][CH2:3][CH:4]=[CH2:5].[CH2:8]([Mg]Br)[CH2:9][CH:10]=[CH2:11]. Product: [CH2:5]=[CH:4][CH2:3][CH2:2][C:1](=[O:6])[CH2:11][CH2:10][CH:9]=[CH2:8]. The catalyst class is: 1. (7) Reactant: [CH:1]([CH:4]1[NH:8][C@@H:7]([CH2:9][CH:10]([CH3:12])[CH3:11])[CH2:6][O:5]1)([CH3:3])[CH3:2].[BH4-].[Na+]. Product: [CH3:11][CH:10]([CH3:12])[CH2:9][C@H:7]([NH:8][CH2:4][CH:1]([CH3:3])[CH3:2])[CH2:6][OH:5]. The catalyst class is: 14. (8) Reactant: [NH2:1][CH2:2][CH2:3][C@H:4]([N:6]1[CH2:11][CH2:10][CH:9]([N:12]([C:21]2[CH:26]=[CH:25][C:24]([O:27][CH2:28][CH3:29])=[CH:23][CH:22]=2)[CH2:13][C:14]2[CH:15]=[N:16][CH:17]=[CH:18][C:19]=2[CH3:20])[CH2:8][CH2:7]1)[CH3:5].CCN=C=NCCCN(C)C.C1C=CC2N(O)N=NC=2C=1.[Cl:51][C:52]1[N:60]=[CH:59][CH:58]=[C:57]([CH3:61])[C:53]=1[C:54](O)=[O:55].CCN(C(C)C)C(C)C. Product: [Cl:51][C:52]1[N:60]=[CH:59][CH:58]=[C:57]([CH3:61])[C:53]=1[C:54]([NH:1][CH2:2][CH2:3][C@H:4]([N:6]1[CH2:11][CH2:10][CH:9]([N:12]([C:21]2[CH:26]=[CH:25][C:24]([O:27][CH2:28][CH3:29])=[CH:23][CH:22]=2)[CH2:13][C:14]2[CH:15]=[N:16][CH:17]=[CH:18][C:19]=2[CH3:20])[CH2:8][CH2:7]1)[CH3:5])=[O:55]. The catalyst class is: 3. (9) Reactant: [CH3:1][O:2][C:3](=[O:12])[C:4]1[CH:9]=[CH:8][C:7](Br)=[C:6]([CH3:11])[CH:5]=1.[F:13][C:14]([F:25])([F:24])[C:15]1[CH:20]=[CH:19][CH:18]=[CH:17][C:16]=1B(O)O.C(=O)([O-])[O-].[Na+].[Na+]. Product: [CH3:1][O:2][C:3]([C:4]1[CH:9]=[CH:8][C:7]([C:16]2[CH:17]=[CH:18][CH:19]=[CH:20][C:15]=2[C:14]([F:25])([F:24])[F:13])=[C:6]([CH3:11])[CH:5]=1)=[O:12]. The catalyst class is: 741.